This data is from Catalyst prediction with 721,799 reactions and 888 catalyst types from USPTO. The task is: Predict which catalyst facilitates the given reaction. (1) Product: [Cl:35][C:32]1[CH:31]=[CH:30][C:29]([NH:28][C:21]2[C:22]3[C:27](=[CH:26][CH:25]=[CH:24][CH:23]=3)[C:18]([O:1][CH2:2][C:3]3[CH:8]=[CH:7][N:6]=[CH:5][CH:4]=3)=[N:19][N:20]=2)=[CH:34][CH:33]=1. The catalyst class is: 6. Reactant: [OH:1][CH2:2][C:3]1[CH:8]=[CH:7][N:6]=[CH:5][CH:4]=1.[H-].[Na+].CN(C=O)C.Cl.Cl[C:18]1[C:27]2[C:22](=[CH:23][CH:24]=[CH:25][CH:26]=2)[C:21]([NH:28][C:29]2[CH:34]=[CH:33][C:32]([Cl:35])=[CH:31][CH:30]=2)=[N:20][N:19]=1. (2) The catalyst class is: 8. Product: [Cl:2][C:3]1[S:4][C:5]([C:8]2[NH:10][C:23]([CH3:25])=[C:22]([C:21]([O:27][CH2:28][CH3:29])=[O:26])[CH:14]([C:13]3[CH:16]=[CH:17][C:18]([F:20])=[CH:19][C:12]=3[Cl:11])[N:9]=2)=[CH:6][N:7]=1. Reactant: Cl.[Cl:2][C:3]1[S:4][C:5]([C:8]([NH2:10])=[NH:9])=[CH:6][N:7]=1.[Cl:11][C:12]1[CH:19]=[C:18]([F:20])[CH:17]=[CH:16][C:13]=1[CH:14]=O.[C:21]([O:27][CH2:28][CH3:29])(=[O:26])[CH2:22][C:23]([CH3:25])=O.C([O-])(=O)C.[Na+]. (3) Reactant: [F:1][C:2]1[CH:3]=[C:4]2[C:8](=[CH:9][CH:10]=1)[NH:7][C:6]([C:11]([O:13][CH2:14][CH3:15])=[O:12])=[CH:5]2.[H-].[Na+].Br.Br[CH2:20][C:21]1[CH:22]=[N:23][CH:24]=[CH:25][CH:26]=1.C(OCC)C. Product: [F:1][C:2]1[CH:3]=[C:4]2[C:8](=[CH:9][CH:10]=1)[N:7]([CH2:20][C:21]1[CH:22]=[N:23][CH:24]=[CH:25][CH:26]=1)[C:6]([C:11]([O:13][CH2:14][CH3:15])=[O:12])=[CH:5]2. The catalyst class is: 9. (4) Reactant: B(Br)(Br)Br.C[O:6][C:7]1[C:15]2[O:16][CH2:17][CH2:18][C:14]=2[C:13]2[C@H:12]([CH2:19][CH2:20][NH:21][C:22](=[O:25])[CH2:23][CH3:24])[CH2:11][CH2:10][C:9]=2[CH:8]=1. Product: [OH:6][C:7]1[C:15]2[O:16][CH2:17][CH2:18][C:14]=2[C:13]2[C@H:12]([CH2:19][CH2:20][NH:21][C:22](=[O:25])[CH2:23][CH3:24])[CH2:11][CH2:10][C:9]=2[CH:8]=1. The catalyst class is: 2. (5) Reactant: [N:1]1([C:5]([C:7]2[CH:32]=[CH:31][C:10]3[N:11]([CH:24]([CH2:29][CH3:30])[C:25]([O:27]C)=[O:26])[C:12](=[N:14][C:15](=[O:23])[C:16]4[CH:21]=[CH:20][C:19]([CH3:22])=[CH:18][CH:17]=4)[S:13][C:9]=3[CH:8]=2)=[O:6])[CH2:4][CH2:3][CH2:2]1.[OH-].[Na+]. Product: [N:1]1([C:5]([C:7]2[CH:32]=[CH:31][C:10]3[N:11]([CH:24]([CH2:29][CH3:30])[C:25]([OH:27])=[O:26])[C:12](=[N:14][C:15](=[O:23])[C:16]4[CH:21]=[CH:20][C:19]([CH3:22])=[CH:18][CH:17]=4)[S:13][C:9]=3[CH:8]=2)=[O:6])[CH2:4][CH2:3][CH2:2]1. The catalyst class is: 24. (6) Reactant: C[O:2][C:3](=[O:29])[C:4]1[CH:9]=[CH:8][CH:7]=[C:6]([C:10]2[N:11]=[C:12](Cl)[C:13]3[C:14](=[CH:16][N:17](CC4C=CC(OC)=CC=4)[N:18]=3)[N:15]=2)[CH:5]=1.[NH2:30][C:31]1[CH:41]=[CH:40][C:34]2[O:35][CH2:36][C:37](=[O:39])[NH:38][C:33]=2[CH:32]=1.Cl. Product: [O:39]=[C:37]1[CH2:36][O:35][C:34]2[CH:40]=[CH:41][C:31]([NH:30][C:12]3[C:13]4[NH:18][N:17]=[CH:16][C:14]=4[N:15]=[C:10]([C:6]4[CH:5]=[C:4]([CH:9]=[CH:8][CH:7]=4)[C:3]([OH:2])=[O:29])[N:11]=3)=[CH:32][C:33]=2[NH:38]1. The catalyst class is: 71. (7) Reactant: [OH:1][C:2]1[CH:7]=[CH:6][C:5]([N+:8]([O-:10])=[O:9])=[CH:4][N:3]=1.[ClH:11]. Product: [Cl:11][C:7]1[C:2]([OH:1])=[N:3][CH:4]=[C:5]([N+:8]([O-:10])=[O:9])[CH:6]=1. The catalyst class is: 6. (8) Reactant: [C:1]([O:5][C:6]([NH:8][C@H:9]([C:23]([O:25][CH3:26])=[O:24])[CH2:10][C:11]1[CH:16]=[CH:15][C:14]([O:17][C@H:18]2[CH2:21][C@H:20](O)[CH2:19]2)=[CH:13][CH:12]=1)=[O:7])([CH3:4])([CH3:3])[CH3:2].C(N(S(F)(F)[F:33])CC)C. Product: [C:1]([O:5][C:6]([NH:8][C@H:9]([C:23]([O:25][CH3:26])=[O:24])[CH2:10][C:11]1[CH:16]=[CH:15][C:14]([O:17][C@H:18]2[CH2:21][C@@H:20]([F:33])[CH2:19]2)=[CH:13][CH:12]=1)=[O:7])([CH3:4])([CH3:3])[CH3:2]. The catalyst class is: 4. (9) Reactant: F[C:2]1[CH:9]=[C:8]([C:10]2[CH:15]=[C:14]([N:16]3[CH2:21][CH2:20][O:19][CH2:18][C@H:17]3[CH3:22])[N:13]=[C:12]([NH:23][CH3:24])[N:11]=2)[CH:7]=[C:6](F)[C:3]=1[C:4]#[N:5].[CH3:26][NH2:27].[NH2:28][NH2:29].CCN(C(C)C)C(C)C. Product: [CH3:26][NH:27][C:6]1[C:3]2[C:4]([NH2:5])=[N:28][NH:29][C:2]=2[CH:9]=[C:8]([C:10]2[CH:15]=[C:14]([N:16]3[CH2:21][CH2:20][O:19][CH2:18][C@H:17]3[CH3:22])[N:13]=[C:12]([NH:23][CH3:24])[N:11]=2)[CH:7]=1. The catalyst class is: 3. (10) Reactant: [C:1]([O:5][C:6]([N:8]([CH2:31][C@H:32]([OH:39])[C:33]1[CH:38]=[CH:37][CH:36]=[CH:35][CH:34]=1)[C@H:9]([CH3:30])[CH2:10][C:11]1[CH:16]=[CH:15][C:14]([S:17]([C:20]2[CH:21]=[CH:22][C:23]([OH:29])=[C:24]([CH:28]=2)[C:25]([O-:27])=[O:26])(=[O:19])=[O:18])=[CH:13][CH:12]=1)=[O:7])([CH3:4])([CH3:3])[CH3:2].[OH-].[Na+].Cl. Product: [C:1]([O:5][C:6]([N:8]([CH2:31][C@H:32]([OH:39])[C:33]1[CH:38]=[CH:37][CH:36]=[CH:35][CH:34]=1)[C@H:9]([CH3:30])[CH2:10][C:11]1[CH:16]=[CH:15][C:14]([S:17]([C:20]2[CH:21]=[CH:22][C:23]([OH:29])=[C:24]([CH:28]=2)[C:25]([OH:27])=[O:26])(=[O:18])=[O:19])=[CH:13][CH:12]=1)=[O:7])([CH3:2])([CH3:3])[CH3:4]. The catalyst class is: 8.